From a dataset of Forward reaction prediction with 1.9M reactions from USPTO patents (1976-2016). Predict the product of the given reaction. (1) Given the reactants [C:1]([CH2:3][C:4]([O:6][CH3:7])=[O:5])#[N:2].Br[CH2:9][CH2:10][O:11][CH2:12][CH2:13]Br.C(=O)([O-])[O-].[K+].[K+], predict the reaction product. The product is: [C:1]([C:3]1([C:4]([O:6][CH3:7])=[O:5])[CH2:13][CH2:12][O:11][CH2:10][CH2:9]1)#[N:2]. (2) Given the reactants [CH:1]1([C@H:7]([NH:12][C:13]([C:15]2[CH:19]=[C:18]([C:20]3[CH:25]=[CH:24][C:23]([O:26][C:27]([F:30])([F:29])[F:28])=[CH:22][CH:21]=3)[S:17][C:16]=2[NH:31][C:32]([NH:34][C:35]2[C:40]([Cl:41])=[CH:39][C:38]([O:42][C:43]([F:46])([F:45])[F:44])=[CH:37][C:36]=2[Cl:47])=[O:33])=[O:14])[C:8]([O:10]C)=[O:9])[CH2:6][CH2:5][CH2:4][CH2:3][CH2:2]1.[OH-].[Li+], predict the reaction product. The product is: [CH:1]1([C@H:7]([NH:12][C:13]([C:15]2[CH:19]=[C:18]([C:20]3[CH:25]=[CH:24][C:23]([O:26][C:27]([F:28])([F:29])[F:30])=[CH:22][CH:21]=3)[S:17][C:16]=2[NH:31][C:32]([NH:34][C:35]2[C:40]([Cl:41])=[CH:39][C:38]([O:42][C:43]([F:46])([F:45])[F:44])=[CH:37][C:36]=2[Cl:47])=[O:33])=[O:14])[C:8]([OH:10])=[O:9])[CH2:2][CH2:3][CH2:4][CH2:5][CH2:6]1.